From a dataset of Acute oral toxicity (LD50) regression data from Zhu et al.. Regression/Classification. Given a drug SMILES string, predict its toxicity properties. Task type varies by dataset: regression for continuous values (e.g., LD50, hERG inhibition percentage) or binary classification for toxic/non-toxic outcomes (e.g., AMES mutagenicity, cardiotoxicity, hepatotoxicity). Dataset: ld50_zhu. (1) The drug is O=[N+]([O-])c1cc([N+](=O)[O-])c2nc(C(F)(F)F)[nH]c2c1. The rat oral LD50 is 4.38, given as -log10 of the dose in mol/kg body weight (higher means more acutely toxic). (2) The drug is COP(=S)(OC)SCSc1ccc(Cl)cc1. The rat oral LD50 is 3.82, given as -log10 of the dose in mol/kg body weight (higher means more acutely toxic). (3) The compound is Cc1ccc(OC(=O)C(C)C)cc1. The rat oral LD50 is 1.65, given as -log10 of the dose in mol/kg body weight (higher means more acutely toxic). (4) The molecule is Oc1c(Br)cc(Br)cc1Br. The rat oral LD50 is 2.22, given as -log10 of the dose in mol/kg body weight (higher means more acutely toxic). (5) The molecule is OCCOCCOCCOCCOc1ccccc1. The rat oral LD50 is 2.33, given as -log10 of the dose in mol/kg body weight (higher means more acutely toxic). (6) The molecule is CCCCN(CCC#N)CCCC. The rat oral LD50 is 1.75, given as -log10 of the dose in mol/kg body weight (higher means more acutely toxic).